The task is: Predict which catalyst facilitates the given reaction.. This data is from Catalyst prediction with 721,799 reactions and 888 catalyst types from USPTO. Reactant: [C@H:1]([NH:5][C:6]1[C:7]([C:20]2[O:21][C:22]3[CH:28]=[CH:27][C:26]([F:29])=[CH:25][C:23]=3[CH:24]=2)=[N:8][C:9]2[C:14]([N:15]=1)=[CH:13][C:12]([C:16]([O:18]C)=[O:17])=[CH:11][CH:10]=2)([CH2:3][CH3:4])[CH3:2].[H-].[Na+].[CH3:32]I. Product: [C@H:1]([N:5]([CH3:32])[C:6]1[C:7]([C:20]2[O:21][C:22]3[CH:28]=[CH:27][C:26]([F:29])=[CH:25][C:23]=3[CH:24]=2)=[N:8][C:9]2[C:14]([N:15]=1)=[CH:13][C:12]([C:16]([OH:18])=[O:17])=[CH:11][CH:10]=2)([CH2:3][CH3:4])[CH3:2]. The catalyst class is: 1.